From a dataset of Catalyst prediction with 721,799 reactions and 888 catalyst types from USPTO. Predict which catalyst facilitates the given reaction. (1) The catalyst class is: 18. Reactant: [NH2:1][C:2]1[CH:3]=[CH:4][C:5]([O:18][C:19]([F:22])([F:21])[F:20])=[C:6]([NH:8][C:9](=[O:17])[CH2:10][N:11]2[CH2:16][CH2:15][O:14][CH2:13][CH2:12]2)[CH:7]=1.[Cl:23][C:24]1[CH:32]=[CH:31][C:27]([C:28](O)=[O:29])=[CH:26][N:25]=1.F[P-](F)(F)(F)(F)F.N1(O[P+](N2CCCC2)(N2CCCC2)N2CCCC2)C2C=CC=CC=2N=N1.C(N(C(C)C)CC)(C)C. Product: [Cl:23][C:24]1[CH:32]=[CH:31][C:27]([C:28]([NH:1][C:2]2[CH:3]=[CH:4][C:5]([O:18][C:19]([F:21])([F:22])[F:20])=[C:6]([NH:8][C:9](=[O:17])[CH2:10][N:11]3[CH2:12][CH2:13][O:14][CH2:15][CH2:16]3)[CH:7]=2)=[O:29])=[CH:26][N:25]=1. (2) Reactant: [F:1][C:2]([F:29])([F:28])[C:3]1[CH:27]=[CH:26][C:6]([CH2:7][O:8][N:9]=[C:10]([C:13]2[CH:18]=[CH:17][C:16]([NH:19][CH2:20][C:21]([O:23]CC)=[O:22])=[CH:15][CH:14]=2)[CH2:11][CH3:12])=[CH:5][CH:4]=1.[OH-].[Li+]. Product: [F:1][C:2]([F:28])([F:29])[C:3]1[CH:27]=[CH:26][C:6]([CH2:7][O:8][N:9]=[C:10]([C:13]2[CH:18]=[CH:17][C:16]([NH:19][CH2:20][C:21]([OH:23])=[O:22])=[CH:15][CH:14]=2)[CH2:11][CH3:12])=[CH:5][CH:4]=1. The catalyst class is: 20. (3) Reactant: C([O:3][C:4]([C:6]1[C:7]([CH3:35])=[N:8][C:9]2[C:14]([CH:15]=1)=[CH:13][CH:12]=[C:11]([NH:16][C:17]([C:19]1[C:20]([C:25]3[CH:30]=[CH:29][C:28]([C:31]([F:34])([F:33])[F:32])=[CH:27][CH:26]=3)=[CH:21][CH:22]=[CH:23][CH:24]=1)=[O:18])[CH:10]=2)=[O:5])C.CO.O.O.[OH-].[Li+]. Product: [CH3:35][C:7]1[C:6]([C:4]([OH:5])=[O:3])=[CH:15][C:14]2[C:9](=[CH:10][C:11]([NH:16][C:17]([C:19]3[C:20]([C:25]4[CH:26]=[CH:27][C:28]([C:31]([F:33])([F:32])[F:34])=[CH:29][CH:30]=4)=[CH:21][CH:22]=[CH:23][CH:24]=3)=[O:18])=[CH:12][CH:13]=2)[N:8]=1. The catalyst class is: 7. (4) Reactant: [Br:1][C:2]1[C:3]([OH:16])=[C:4]2[C:9](=[CH:10][CH:11]=1)[N:8]([C:12](=[O:14])[CH3:13])[C@@H:7]([CH3:15])[CH2:6][CH2:5]2.CN(C)C=O.F[C:23]1[CH:28]=[CH:27][C:26]([N+:29]([O-:31])=[O:30])=[CH:25][C:24]=1[F:32].C(=O)([O-])[O-].[Cs+].[Cs+]. Product: [Br:1][C:2]1[C:3]([O:16][C:23]2[CH:28]=[CH:27][C:26]([N+:29]([O-:31])=[O:30])=[CH:25][C:24]=2[F:32])=[C:4]2[C:9](=[CH:10][CH:11]=1)[N:8]([C:12](=[O:14])[CH3:13])[C@@H:7]([CH3:15])[CH2:6][CH2:5]2. The catalyst class is: 4. (5) Reactant: [F:1][C:2]1[CH:3]=[C:4]([NH2:18])[CH:5]=[CH:6][C:7]=1[O:8][C:9]1[C:14]2=[CH:15][CH:16]=[CH:17][N:13]2[N:12]=[CH:11][N:10]=1.[F:19][C:20]1[CH:25]=[CH:24][C:23]([CH2:26][C:27]([NH:29][C:30](=[NH:33])SC)=[O:28])=[CH:22][CH:21]=1.C(N(C(C)C)CC)(C)C. Product: [F:1][C:2]1[CH:3]=[C:4]([NH:18][C:30]([NH:29][C:27](=[O:28])[CH2:26][C:23]2[CH:24]=[CH:25][C:20]([F:19])=[CH:21][CH:22]=2)=[NH:33])[CH:5]=[CH:6][C:7]=1[O:8][C:9]1[C:14]2=[CH:15][CH:16]=[CH:17][N:13]2[N:12]=[CH:11][N:10]=1. The catalyst class is: 11.